This data is from Peptide-MHC class I binding affinity with 185,985 pairs from IEDB/IMGT. The task is: Regression. Given a peptide amino acid sequence and an MHC pseudo amino acid sequence, predict their binding affinity value. This is MHC class I binding data. The peptide sequence is YLFFYRKSV. The MHC is HLA-A68:02 with pseudo-sequence HLA-A68:02. The binding affinity (normalized) is 0.559.